Dataset: Catalyst prediction with 721,799 reactions and 888 catalyst types from USPTO. Task: Predict which catalyst facilitates the given reaction. (1) Reactant: [NH2:1][C:2]1[CH:15]=[CH:14][C:13]([Cl:16])=[CH:12][C:3]=1[C:4]([C:6]1[CH:11]=[CH:10][CH:9]=[CH:8][CH:7]=1)=[O:5].[F:17][C:18]([F:36])([F:35])[C:19]1[CH:20]=[C:21]([C:29]([CH3:34])([CH3:33])[C:30](O)=[O:31])[CH:22]=[C:23]([C:25]([F:28])([F:27])[F:26])[CH:24]=1.C1(N=C=NC2CCCCC2)CCCCC1. Product: [C:4]([C:3]1[CH:12]=[C:13]([Cl:16])[CH:14]=[CH:15][C:2]=1[NH:1][C:30](=[O:31])[C:29]([C:21]1[CH:20]=[C:19]([C:18]([F:17])([F:35])[F:36])[CH:24]=[C:23]([C:25]([F:26])([F:27])[F:28])[CH:22]=1)([CH3:34])[CH3:33])(=[O:5])[C:6]1[CH:7]=[CH:8][CH:9]=[CH:10][CH:11]=1. The catalyst class is: 26. (2) Reactant: O[C@@:2]12[C@@H:19]3[C@H:10]([C@H:11]4[C@@:15]([CH2:17][CH2:18]3)([CH3:16])[C:14](=[O:20])[CH2:13][CH2:12]4)[C@H:9](C)[CH2:8][C:7]1=[CH:6][C:5](=[O:22])[CH2:4][CH2:3]2.S(=O)(=O)(O)O.P(=O)(O)(O)O.O. Product: [CH3:16][C@:15]12[CH2:17][CH2:18][C:19]3[C@@H:10]([CH2:9][CH2:8][C:7]4[C:2]=3[CH2:3][CH2:4][C:5](=[O:22])[CH:6]=4)[C@@H:11]1[CH2:12][CH2:13][C:14]2=[O:20]. The catalyst class is: 526. (3) Reactant: [C:1](OC(=O)C)(=[O:3])C.[F:8][C:9]1[CH:30]=[CH:29][CH:28]=[CH:27][C:10]=1[CH:11]=[C:12]1[C:17](=[O:18])[C:16](=[CH:19][C:20]2[CH:25]=[CH:24][CH:23]=[CH:22][C:21]=2[F:26])[CH2:15][NH:14][CH2:13]1. Product: [CH:1]([N:14]1[CH2:13][C:12](=[CH:11][C:10]2[CH:27]=[CH:28][CH:29]=[CH:30][C:9]=2[F:8])[C:17](=[O:18])[C:16](=[CH:19][C:20]2[CH:25]=[CH:24][CH:23]=[CH:22][C:21]=2[F:26])[CH2:15]1)=[O:3]. The catalyst class is: 106. (4) Reactant: C([O:4][CH:5]1[C:14]2[N:13]=[CH:12][CH:11]=[CH:10][C:9]=2[CH2:8][CH:7]([NH:15][C:16]([O:18][CH2:19][C:20]2[CH:25]=[CH:24][CH:23]=[CH:22][CH:21]=2)=[O:17])[CH2:6]1)(=O)C.C(=O)([O-])[O-].[K+].[K+]. Product: [CH2:19]([O:18][C:16]([NH:15][CH:7]1[CH2:6][CH:5]([OH:4])[C:14]2[N:13]=[CH:12][CH:11]=[CH:10][C:9]=2[CH2:8]1)=[O:17])[C:20]1[CH:25]=[CH:24][CH:23]=[CH:22][CH:21]=1. The catalyst class is: 100.